This data is from NCI-60 drug combinations with 297,098 pairs across 59 cell lines. The task is: Regression. Given two drug SMILES strings and cell line genomic features, predict the synergy score measuring deviation from expected non-interaction effect. (1) Drug 1: C1CCN(CC1)CCOC2=CC=C(C=C2)C(=O)C3=C(SC4=C3C=CC(=C4)O)C5=CC=C(C=C5)O. Drug 2: CC1=CC=C(C=C1)C2=CC(=NN2C3=CC=C(C=C3)S(=O)(=O)N)C(F)(F)F. Cell line: MOLT-4. Synergy scores: CSS=9.93, Synergy_ZIP=-4.74, Synergy_Bliss=-5.06, Synergy_Loewe=-3.31, Synergy_HSA=-3.82. (2) Drug 1: C1=C(C(=O)NC(=O)N1)N(CCCl)CCCl. Drug 2: C1CN(CCN1C(=O)CCBr)C(=O)CCBr. Cell line: MALME-3M. Synergy scores: CSS=20.7, Synergy_ZIP=-3.81, Synergy_Bliss=2.30, Synergy_Loewe=-0.871, Synergy_HSA=2.08. (3) Drug 1: CC1=C(C=C(C=C1)NC2=NC=CC(=N2)N(C)C3=CC4=NN(C(=C4C=C3)C)C)S(=O)(=O)N.Cl. Drug 2: C1=C(C(=O)NC(=O)N1)F. Cell line: EKVX. Synergy scores: CSS=22.7, Synergy_ZIP=-0.303, Synergy_Bliss=-0.629, Synergy_Loewe=-2.12, Synergy_HSA=-1.16. (4) Drug 1: CC1=CC=C(C=C1)C2=CC(=NN2C3=CC=C(C=C3)S(=O)(=O)N)C(F)(F)F. Drug 2: C1CCC(C(C1)N)N.C(=O)(C(=O)[O-])[O-].[Pt+4]. Cell line: DU-145. Synergy scores: CSS=21.5, Synergy_ZIP=-8.10, Synergy_Bliss=-7.23, Synergy_Loewe=-10.1, Synergy_HSA=-6.11.